Dataset: Reaction yield outcomes from USPTO patents with 853,638 reactions. Task: Predict the reaction yield, written as a fraction of the theoretical maximum amount of product (1.0 means a 100% yield; for example, 0.34 means a 34% yield). (1) The reactants are [Cl:1][C:2]1[N:3]([CH2:10][C@:11]2([CH3:14])[CH2:13][O:12]2)[CH:4]=[C:5]([N+:7]([O-:9])=[O:8])[N:6]=1.[NH:15]1[CH2:20][CH2:19][CH:18]([NH:21][C:22](=[O:28])[O:23][C:24]([CH3:27])([CH3:26])[CH3:25])[CH2:17][CH2:16]1. No catalyst specified. The product is [Cl:1][C:2]1[N:3]([CH2:10][C@:11]([OH:12])([CH3:14])[CH2:13][N:15]2[CH2:16][CH2:17][CH:18]([NH:21][C:22](=[O:28])[O:23][C:24]([CH3:26])([CH3:25])[CH3:27])[CH2:19][CH2:20]2)[CH:4]=[C:5]([N+:7]([O-:9])=[O:8])[N:6]=1. The yield is 0.920. (2) The product is [OH:20][C:19]1[C:4]([C:5](=[O:7])[CH3:6])=[N:3][N:2]([CH3:1])[C:18]=1[C:15]1[CH:16]=[CH:17][C:12]([CH2:8][CH:9]([CH3:11])[CH3:10])=[CH:13][CH:14]=1. The yield is 0.0500. The reactants are [CH3:1][NH:2][N:3]=[CH:4][C:5](=[O:7])[CH3:6].[CH2:8]([C:12]1[CH:17]=[CH:16][C:15]([C:18](=O)[CH:19]=[O:20])=[CH:14][CH:13]=1)[CH:9]([CH3:11])[CH3:10].C(Cl)(Cl)Cl.CCCCCC.C(OCC)(=O)C. The catalyst is C(O)(=O)C. (3) The reactants are N[C:2]1[C:7]([CH3:8])=[C:6]([CH3:9])[C:5]([CH3:10])=[CH:4][N:3]=1.[BrH:11].BrBr.N([O-])=O.[Na+].[OH-].[Na+]. The catalyst is O.C(OCC)(=O)C. The product is [Br:11][C:2]1[C:7]([CH3:8])=[C:6]([CH3:9])[C:5]([CH3:10])=[CH:4][N:3]=1. The yield is 0.870. (4) The reactants are [Cl:1][C:2]1[C:3]([C:8]([CH3:13])([CH3:12])[C:9]([OH:11])=O)=[N:4][CH:5]=[CH:6][N:7]=1.CN(C(ON1N=NC2C=CC=NC1=2)=[N+](C)C)C.F[P-](F)(F)(F)(F)F.C(N(CC)CC)C.[CH3:45][C:46]1[CH:47]=[CH:48][C:49]([NH:52][C@H:53]2[CH2:58][CH2:57][C@@H:56]([NH2:59])[CH2:55][CH2:54]2)=[N:50][CH:51]=1. The catalyst is C(Cl)Cl. The product is [Cl:1][C:2]1[C:3]([C:8]([CH3:13])([CH3:12])[C:9]([NH:59][C@H:56]2[CH2:55][CH2:54][C@@H:53]([NH:52][C:49]3[CH:48]=[CH:47][C:46]([CH3:45])=[CH:51][N:50]=3)[CH2:58][CH2:57]2)=[O:11])=[N:4][CH:5]=[CH:6][N:7]=1. The yield is 0.203.